Dataset: Full USPTO retrosynthesis dataset with 1.9M reactions from patents (1976-2016). Task: Predict the reactants needed to synthesize the given product. (1) The reactants are: C([C:3]1[CH:12]=[CH:11][C:10]2[C:5](=[CH:6][CH:7]=[CH:8][CH:9]=2)[N:4]=1)=O.C1(P(=CC=O)(C2C=CC=CC=2)C2C=CC=CC=2)C=CC=CC=1.O. Given the product [N:4]1[C:5]2[C:10](=[CH:9][CH:8]=[CH:7][CH:6]=2)[CH:11]=[CH:12][CH:3]=1, predict the reactants needed to synthesize it. (2) The reactants are: [BH4-].[Na+].[Cl:3][C:4]1[C:8]2[CH:9]=[CH:10][CH:11]=[CH:12][C:7]=2[S:6][C:5]=1[CH:13]=[O:14].O. Given the product [Cl:3][C:4]1[C:8]2[CH:9]=[CH:10][CH:11]=[CH:12][C:7]=2[S:6][C:5]=1[CH2:13][OH:14], predict the reactants needed to synthesize it.